From a dataset of Forward reaction prediction with 1.9M reactions from USPTO patents (1976-2016). Predict the product of the given reaction. (1) The product is: [NH2:1][C:2]1[N:7]=[C:6]([O:8][CH2:9][CH3:10])[C:5]2[C:4](=[N:12][CH:13]=[CH:15][N:11]=2)[N:3]=1. Given the reactants [NH2:1][C:2]1[N:7]=[C:6]([O:8][CH2:9][CH3:10])[C:5]([NH2:11])=[C:4]([NH2:12])[N:3]=1.[CH:13]([CH:15]=O)=O, predict the reaction product. (2) Given the reactants [CH3:1][N:2]([CH2:10][CH2:11][N:12]1[CH2:17][CH2:16][S:15][C:14]2[CH:18]=[CH:19][C:20]([NH:22][C:23]([C:25]3[S:26][CH:27]=[CH:28][CH:29]=3)=[NH:24])=[CH:21][C:13]1=2)C(=O)OC(C)(C)C.Cl.[OH-].[Na+], predict the reaction product. The product is: [CH3:1][NH:2][CH2:10][CH2:11][N:12]1[CH2:17][CH2:16][S:15][C:14]2[CH:18]=[CH:19][C:20]([NH:22][C:23]([C:25]3[S:26][CH:27]=[CH:28][CH:29]=3)=[NH:24])=[CH:21][C:13]1=2. (3) The product is: [C:1]1([N:7]2[C:11]([NH:12][C:13](=[O:14])[O:15][C:16]([CH3:18])([CH3:17])[CH3:19])=[CH:10][CH:9]=[N:8]2)[CH:2]=[CH:3][CH:4]=[CH:5][CH:6]=1. Given the reactants [C:1]1([N:7]2[C:11]([N:12](C(OC(C)(C)C)=O)[C:13]([O:15][C:16]([CH3:19])([CH3:18])[CH3:17])=[O:14])=[CH:10][CH:9]=[N:8]2)[CH:6]=[CH:5][CH:4]=[CH:3][CH:2]=1.[OH-].[Na+], predict the reaction product. (4) The product is: [F:1][C:2]1[C:33]([F:34])=[CH:32][CH:31]=[CH:30][C:3]=1[CH2:4][S:5][C:6]1[N:7]=[C:8]([O:22][C@H:23]([CH3:29])[C:24]([O:26][CH2:27][CH3:28])=[O:25])[C:9]2[S:14][C:13](=[O:15])[NH:12][C:10]=2[N:11]=1. Given the reactants [F:1][C:2]1[C:33]([F:34])=[CH:32][CH:31]=[CH:30][C:3]=1[CH2:4][S:5][C:6]1[N:7]=[C:8]([O:22][C@H:23]([CH3:29])[C:24]([O:26][CH2:27][CH3:28])=[O:25])[C:9]2[S:14][C:13](=[O:15])[N:12](C3CCCCO3)[C:10]=2[N:11]=1.FC1C(F)=CC=CC=1CSN1C=C2S(C3CCCCO3)(=N)C(=O)N=C2C(O[C@H](C)C(OCC)=O)=C1.C1COCC1.Cl, predict the reaction product. (5) The product is: [CH2:1]([N:8]1[CH:16]=[C:15]2[C:10]([CH:11]=[CH:12][C:13]3[C:19](=[O:20])[C:18]([CH2:21][CH2:22][F:23])([CH2:36][CH2:35][C:37](=[O:38])[CH3:39])[CH2:17][C:14]=32)=[N:9]1)[C:2]1[CH:3]=[CH:4][CH:5]=[CH:6][CH:7]=1. Given the reactants [CH2:1]([N:8]1[CH:16]=[C:15]2[C:10]([CH:11]=[CH:12][C:13]3[C:19](=[O:20])[CH:18]([CH2:21][CH2:22][F:23])[CH2:17][C:14]=32)=[N:9]1)[C:2]1[CH:7]=[CH:6][CH:5]=[CH:4][CH:3]=1.N12CCCN=C1CCCCC2.[CH:35]([C:37]([CH3:39])=[O:38])=[CH2:36], predict the reaction product. (6) Given the reactants [C:1]1([CH2:7][CH2:8][CH2:9][CH2:10][CH2:11][C:12]([OH:14])=O)[CH:6]=[CH:5][CH:4]=[CH:3][CH:2]=1.C1N=CN(C(N2C=NC=C2)=O)C=1.[N+:27]([CH2:30][CH2:31][CH2:32][CH3:33])([O-:29])=[O:28].C1CCN2C(=NCCC2)CC1, predict the reaction product. The product is: [N+:27]([CH:30]([C:12](=[O:14])[CH2:11][CH2:10][CH2:9][CH2:8][CH2:7][C:1]1[CH:2]=[CH:3][CH:4]=[CH:5][CH:6]=1)[CH2:31][CH2:32][CH3:33])([O-:29])=[O:28]. (7) Given the reactants Br[C:2]1[N:3]=[C:4]([N:12]2[CH2:17][CH2:16][CH:15]([NH:18][C:19]([O:21][C:22]([CH3:25])([CH3:24])[CH3:23])=[O:20])[CH2:14][CH2:13]2)[S:5][C:6]=1[C:7]([O:9][CH2:10][CH3:11])=[O:8].[CH3:26][N:27](C=O)C, predict the reaction product. The product is: [C:22]([O:21][C:19]([NH:18][CH:15]1[CH2:16][CH2:17][N:12]([C:4]2[S:5][C:6]([C:7]([O:9][CH2:10][CH3:11])=[O:8])=[C:2]([C:26]#[N:27])[N:3]=2)[CH2:13][CH2:14]1)=[O:20])([CH3:25])([CH3:24])[CH3:23].